This data is from Peptide-MHC class II binding affinity with 134,281 pairs from IEDB. The task is: Regression. Given a peptide amino acid sequence and an MHC pseudo amino acid sequence, predict their binding affinity value. This is MHC class II binding data. (1) The peptide sequence is FLHYIFMENAFELPT. The MHC is DRB1_0301 with pseudo-sequence DRB1_0301. The binding affinity (normalized) is 0.0773. (2) The peptide sequence is DIYNYMEPYVSKVDP. The MHC is DRB1_1101 with pseudo-sequence DRB1_1101. The binding affinity (normalized) is 0.388. (3) The binding affinity (normalized) is 0.185. The peptide sequence is QNRMKLADCAVGFGS. The MHC is HLA-DQA10401-DQB10402 with pseudo-sequence HLA-DQA10401-DQB10402. (4) The peptide sequence is GELQIVDNIDAAFKI. The MHC is DRB1_1302 with pseudo-sequence DRB1_1302. The binding affinity (normalized) is 0.368. (5) The peptide sequence is GPKEPFRDYVDRFYKTLR. The MHC is DRB3_0101 with pseudo-sequence DRB3_0101. The binding affinity (normalized) is 0.329. (6) The peptide sequence is EGAVAVRRKRALSAT. The MHC is HLA-DPA10103-DPB10401 with pseudo-sequence HLA-DPA10103-DPB10401. The binding affinity (normalized) is 0.203. (7) The peptide sequence is SSAGGFFTSVGKGIH. The MHC is DRB1_1101 with pseudo-sequence DRB1_1101. The binding affinity (normalized) is 0.760. (8) The peptide sequence is IYWTIVKPGDILLIN. The MHC is DRB1_1101 with pseudo-sequence DRB1_1101. The binding affinity (normalized) is 0.477. (9) The peptide sequence is RMVLASTTAKAMEQM. The MHC is DRB1_1101 with pseudo-sequence DRB1_1101. The binding affinity (normalized) is 0.547. (10) The peptide sequence is VTMNDVKIEYSGTNN. The MHC is DRB1_0701 with pseudo-sequence DRB1_0701. The binding affinity (normalized) is 0.496.